Predict hERG channel inhibition at various concentrations. From a dataset of hERG Central: cardiac toxicity at 1µM, 10µM, and general inhibition. The compound is O=C(/C=C\c1cccs1)N1CCN(Cc2ccc3c(c2)OCO3)CC1. Results: hERG_inhib (hERG inhibition (general)): blocker.